This data is from Catalyst prediction with 721,799 reactions and 888 catalyst types from USPTO. The task is: Predict which catalyst facilitates the given reaction. (1) Reactant: [Cl:1][C:2]1[CH:7]=[CH:6][C:5]([CH2:8][C@@H:9]([NH:29][C:30]([C@@H:32]2[CH2:41][C:40]3[C:35](=[CH:36][CH:37]=[CH:38][CH:39]=3)[CH2:34][N:33]2C(OC(C)(C)C)=O)=[O:31])[C:10]([N:12]2[CH2:17][CH2:16][N:15]([C:18]3[CH:23]=[CH:22][CH:21]=[CH:20][C:19]=3[NH:24][S:25]([CH3:28])(=[O:27])=[O:26])[CH2:14][CH2:13]2)=[O:11])=[CH:4][CH:3]=1.Cl. Product: [Cl:1][C:2]1[CH:7]=[CH:6][C:5]([CH2:8][C@@H:9]([NH:29][C:30]([C@@H:32]2[CH2:41][C:40]3[C:35](=[CH:36][CH:37]=[CH:38][CH:39]=3)[CH2:34][NH:33]2)=[O:31])[C:10]([N:12]2[CH2:13][CH2:14][N:15]([C:18]3[CH:23]=[CH:22][CH:21]=[CH:20][C:19]=3[NH:24][S:25]([CH3:28])(=[O:26])=[O:27])[CH2:16][CH2:17]2)=[O:11])=[CH:4][CH:3]=1. The catalyst class is: 25. (2) Reactant: [H-].[Na+].[C:3]([C:7]1[CH:8]=[C:9]([NH:26][S:27]([CH3:30])(=[O:29])=[O:28])[C:10]([O:24][CH3:25])=[C:11]([NH:13][C:14](=[O:23])[C:15]2[CH:20]=[CH:19][C:18]([CH3:21])=[C:17]([OH:22])[CH:16]=2)[CH:12]=1)([CH3:6])([CH3:5])[CH3:4].[H][H].[Cl:33][C:34]1[CH:39]=[C:38](I)[CH:37]=[CH:36][N:35]=1. Product: [C:3]([C:7]1[CH:8]=[C:9]([NH:26][S:27]([CH3:30])(=[O:29])=[O:28])[C:10]([O:24][CH3:25])=[C:11]([NH:13][C:14](=[O:23])[C:15]2[CH:20]=[CH:19][C:18]([CH3:21])=[C:17]([O:22][C:38]3[CH:37]=[CH:36][N:35]=[C:34]([Cl:33])[CH:39]=3)[CH:16]=2)[CH:12]=1)([CH3:6])([CH3:4])[CH3:5]. The catalyst class is: 9.